Dataset: Catalyst prediction with 721,799 reactions and 888 catalyst types from USPTO. Task: Predict which catalyst facilitates the given reaction. (1) Reactant: [CH:1]([CH:3]1[C:15]2[CH:14]=[C:13]([NH:16][C:17]([O:19][C:20]([CH3:23])([CH3:22])[CH3:21])=[O:18])[CH:12]=[CH:11][C:10]=2[C:9]2[C:4]1=[CH:5][CH:6]=[CH:7][CH:8]=2)=[O:2].[BH4-].[Na+].CCCCCC.CCOC(C)=O.O. Product: [OH:2][CH2:1][CH:3]1[C:15]2[CH:14]=[C:13]([NH:16][C:17]([O:19][C:20]([CH3:23])([CH3:22])[CH3:21])=[O:18])[CH:12]=[CH:11][C:10]=2[C:9]2[C:4]1=[CH:5][CH:6]=[CH:7][CH:8]=2. The catalyst class is: 130. (2) Reactant: [C:1]([O:6][CH2:7][CH3:8])(=[O:5])[C:2]([O-:4])=O.[K+].P(Cl)(Cl)(Cl)=O.[CH3:15][C:16]1[CH:21]=[CH:20][C:19]([C:22]2[N:23]=[C:24]3[CH:29]=[CH:28][C:27]([CH3:30])=[CH:26][N:25]3[CH:31]=2)=[CH:18][CH:17]=1.C(N(CC)CC)C.C(=O)([O-])[O-].[Na+].[Na+]. Product: [CH3:15][C:16]1[CH:17]=[CH:18][C:19]([C:22]2[N:23]=[C:24]3[CH:29]=[CH:28][C:27]([CH3:30])=[CH:26][N:25]3[C:31]=2[C:2](=[O:4])[C:1]([O:6][CH2:7][CH3:8])=[O:5])=[CH:20][CH:21]=1. The catalyst class is: 34.